From a dataset of Forward reaction prediction with 1.9M reactions from USPTO patents (1976-2016). Predict the product of the given reaction. Given the reactants [Cl:1][C:2]1[C:3](=[O:18])[N:4]([C:10]2[C:15]([F:16])=[CH:14][CH:13]=[CH:12][C:11]=2[F:17])[C:5]([CH3:9])=[CH:6][C:7]=1[OH:8].[F:19][C:20]1[CH:25]=[CH:24][CH:23]=[C:22]([F:26])[C:21]=1N1C(C)=CC(O)=CC1=O.[CH2:36]1C(=O)N(Cl)C(=O)C1, predict the reaction product. The product is: [Cl:1][C:2]1[C:3](=[O:18])[N:4]([C:10]2[C:11]([F:17])=[CH:12][CH:13]=[CH:14][C:15]=2[F:16])[C:5]([CH3:9])=[CH:6][C:7]=1[O:8][CH2:36][C:25]1[CH:24]=[CH:23][C:22]([F:26])=[CH:21][C:20]=1[F:19].